From a dataset of Forward reaction prediction with 1.9M reactions from USPTO patents (1976-2016). Predict the product of the given reaction. (1) The product is: [N:25]1[CH:30]=[CH:29][CH:28]=[C:27]([C:31]2[CH2:32][CH:33]([C:38]([OH:40])=[O:39])[C:34](=[O:37])[NH:35][N:36]=2)[CH:26]=1. Given the reactants C(OC1C=CC(C2CC(C(O)=O)C(=O)NN=2)=CC=1)C1C=CC=CC=1.[N:25]1[CH:30]=[CH:29][CH:28]=[C:27]([C:31]2[CH:32]=[C:33]([C:38]([O:40]CC)=[O:39])[C:34](=[O:37])[NH:35][N:36]=2)[CH:26]=1.[OH-].[Na+].Cl, predict the reaction product. (2) Given the reactants [NH:1]1[CH:5]=[CH:4][N:3]=[CH:2]1.C(OCCC[Si](OC)(OC)OC)(=O)C(C)=C.[SiH4].C1(C2NC=CN=2)C=CC=CC=1.[C:34]([OH:48])(=[O:47])[C:35]1[C:36](=[CH:40][C:41](=[CH:45][CH:46]=1)[C:42]([OH:44])=[O:43])[C:37]([OH:39])=[O:38], predict the reaction product. The product is: [C:34]([OH:48])(=[O:47])[C:35]1[C:36](=[CH:40][C:41](=[CH:45][CH:46]=1)[C:42]([OH:44])=[O:43])[C:37]([OH:39])=[O:38].[NH:1]1[CH:5]=[CH:4][N:3]=[CH:2]1.